From a dataset of Forward reaction prediction with 1.9M reactions from USPTO patents (1976-2016). Predict the product of the given reaction. The product is: [CH3:39][C:35]1[CH:34]=[C:33]([C:5]2[C:4]3[C:8](=[CH:9][C:10]([N+:11]([O-:13])=[O:12])=[C:2]([CH2:82][CH2:81][C:80]([O:79][CH2:77][CH3:78])=[O:84])[CH:3]=3)[N:7]([C:14]([C:27]3[CH:32]=[CH:31][CH:30]=[CH:29][CH:28]=3)([C:21]3[CH:22]=[CH:23][CH:24]=[CH:25][CH:26]=3)[C:15]3[CH:16]=[CH:17][CH:18]=[CH:19][CH:20]=3)[N:6]=2)[CH:38]=[CH:37][N:36]=1. Given the reactants Br[C:2]1[CH:3]=[C:4]2[C:8](=[CH:9][C:10]=1[N+:11]([O-:13])=[O:12])[N:7]([C:14]([C:27]1[CH:32]=[CH:31][CH:30]=[CH:29][CH:28]=1)([C:21]1[CH:26]=[CH:25][CH:24]=[CH:23][CH:22]=1)[C:15]1[CH:20]=[CH:19][CH:18]=[CH:17][CH:16]=1)[N:6]=[C:5]2[C:33]1[CH:38]=[CH:37][N:36]=[C:35]([CH3:39])[CH:34]=1.C1(P(C2CCCCC2)C2C=CC=CC=2C2C(C(C)C)=CC(C(C)C)=CC=2C(C)C)CCCCC1.N#N.[Br-].[CH2:77]([O:79][C:80](=[O:84])[CH2:81][CH2:82][Zn+])[CH3:78], predict the reaction product.